Dataset: Full USPTO retrosynthesis dataset with 1.9M reactions from patents (1976-2016). Task: Predict the reactants needed to synthesize the given product. (1) Given the product [C:1]([C:3]1[CH:4]=[C:5]([NH:9][C:10]2[C:19]3[C:14](=[CH:15][CH:16]=[C:17]([O:20][CH2:22][CH2:23][CH2:24][CH2:25][CH2:26][C:27]([O-:29])=[O:28])[CH:18]=3)[N:13]=[CH:12][N:11]=2)[CH:6]=[CH:7][CH:8]=1)#[CH:2].[C:1]([C:3]1[CH:4]=[C:5]([NH:9][C:10]2[C:19]3[C:14](=[CH:15][CH:16]=[C:17]([O:20][CH2:22][CH2:23][CH2:24][CH2:25][CH2:26][C:27]([O:29][CH2:30][CH3:31])=[O:28])[CH:18]=3)[N:13]=[CH:12][N:11]=2)[CH:6]=[CH:7][CH:8]=1)#[CH:2], predict the reactants needed to synthesize it. The reactants are: [C:1]([C:3]1[CH:4]=[C:5]([NH:9][C:10]2[C:19]3[C:14](=[CH:15][CH:16]=[C:17]([OH:20])[CH:18]=3)[N:13]=[CH:12][N:11]=2)[CH:6]=[CH:7][CH:8]=1)#[CH:2].Br[CH2:22][CH2:23][CH2:24][CH2:25][CH2:26][C:27]([O:29][CH2:30][CH3:31])=[O:28]. (2) Given the product [Br:1][C:2]1[CH:3]=[CH:4][C:5]([I:10])=[C:6]([CH:9]=1)[CH:7]=[O:21], predict the reactants needed to synthesize it. The reactants are: [Br:1][C:2]1[CH:3]=[CH:4][C:5]([I:10])=[C:6]([CH:9]=1)[C:7]#N.[H-].C([Al+]CC(C)C)C(C)C.[O:21]1CCCC1. (3) Given the product [C:1]([O:5][C:6]([NH:8][CH2:9][C:10]([NH:38][C@@:39]1([C:56]([O:58][CH2:59][CH3:60])=[O:57])[CH2:44][C@@H:43]([S:45][C:46]2[NH:50][CH:49]=[N:48][N:47]=2)[C@@H:42]2[C@H:40]1[C@H:41]2[C:51]([O:53][CH2:54][CH3:55])=[O:52])=[O:12])=[O:7])([CH3:2])([CH3:3])[CH3:4], predict the reactants needed to synthesize it. The reactants are: [C:1]([O:5][C:6]([NH:8][CH2:9][C:10]([OH:12])=O)=[O:7])([CH3:4])([CH3:3])[CH3:2].F[P-](F)(F)(F)(F)F.N1(OC(N(C)C)=[N+](C)C)C2N=CC=CC=2N=N1.Cl.[NH2:38][C@@:39]1([C:56]([O:58][CH2:59][CH3:60])=[O:57])[CH2:44][C@@H:43]([S:45][C:46]2[NH:50][CH:49]=[N:48][N:47]=2)[C@@H:42]2[C@H:40]1[C@H:41]2[C:51]([O:53][CH2:54][CH3:55])=[O:52].C(N(C(C)C)CC)(C)C.